This data is from Forward reaction prediction with 1.9M reactions from USPTO patents (1976-2016). The task is: Predict the product of the given reaction. (1) Given the reactants [I:1][C:2]1[CH:16]=[C:15]([C:17]([F:20])([F:19])[F:18])[CH:14]=[CH:13][C:3]=1[O:4][CH2:5][CH:6]1[CH2:10][O:9]C(C)(C)[O:7]1.C(O)(=O)C.O, predict the reaction product. The product is: [I:1][C:2]1[CH:16]=[C:15]([C:17]([F:18])([F:20])[F:19])[CH:14]=[CH:13][C:3]=1[O:4][CH2:5][CH:6]([OH:7])[CH2:10][OH:9]. (2) Given the reactants C([O:3][C:4]([C:6]1([S:26]([C:29]2[CH:34]=[CH:33][C:32]([O:35][CH2:36][CH2:37][CH2:38][CH3:39])=[CH:31][CH:30]=2)(=[O:28])=[O:27])[CH2:11][CH2:10][N:9]([CH2:12][C:13]2[CH:18]=[CH:17][CH:16]=[C:15]([O:19][C:20]3[CH:25]=[CH:24][CH:23]=[CH:22][CH:21]=3)[CH:14]=2)[CH2:8][CH2:7]1)=[O:5])C, predict the reaction product. The product is: [CH2:36]([O:35][C:32]1[CH:33]=[CH:34][C:29]([S:26]([C:6]2([C:4]([OH:5])=[O:3])[CH2:7][CH2:8][N:9]([CH2:12][C:13]3[CH:18]=[CH:17][CH:16]=[C:15]([O:19][C:20]4[CH:25]=[CH:24][CH:23]=[CH:22][CH:21]=4)[CH:14]=3)[CH2:10][CH2:11]2)(=[O:28])=[O:27])=[CH:30][CH:31]=1)[CH2:37][CH2:38][CH3:39]. (3) Given the reactants [C:1]([C:3]1[CH:4]=[C:5]([S:21]([N:24](CC2C=CC(OC)=CC=2OC)[C:25]2[CH:30]=[CH:29][N:28]=[CH:27][N:26]=2)(=[O:23])=[O:22])[CH:6]=[CH:7][C:8]=1[O:9][C@H:10]1[CH2:14][CH2:13][CH2:12][C@@H:11]1[C:15]1[N:19]([CH3:20])[N:18]=[CH:17][CH:16]=1)#[N:2].C([SiH](CC)CC)C.FC(F)(F)C(O)=O, predict the reaction product. The product is: [C:1]([C:3]1[CH:4]=[C:5]([S:21]([NH:24][C:25]2[CH:30]=[CH:29][N:28]=[CH:27][N:26]=2)(=[O:23])=[O:22])[CH:6]=[CH:7][C:8]=1[O:9][C@H:10]1[CH2:14][CH2:13][CH2:12][C@@H:11]1[C:15]1[N:19]([CH3:20])[N:18]=[CH:17][CH:16]=1)#[N:2].